From a dataset of Reaction yield outcomes from USPTO patents with 853,638 reactions. Predict the reaction yield, written as a fraction of the theoretical maximum amount of product (1.0 means a 100% yield; for example, 0.34 means a 34% yield). The reactants are S(Cl)(Cl)=O.[N+:5]([C:8]1[C:9]([C:13]([OH:15])=[O:14])=[N:10][NH:11][CH:12]=1)([O-:7])=[O:6].[CH3:16][CH2:17]O. No catalyst specified. The product is [CH2:16]([O:14][C:13]([C:9]1[C:8]([N+:5]([O-:7])=[O:6])=[CH:12][NH:11][N:10]=1)=[O:15])[CH3:17]. The yield is 0.960.